Dataset: Full USPTO retrosynthesis dataset with 1.9M reactions from patents (1976-2016). Task: Predict the reactants needed to synthesize the given product. (1) Given the product [C:12]1([S:1]([C:3]2[CH:4]=[CH:5][C:6]([NH2:9])=[CH:7][CH:8]=2)(=[O:10])=[O:11])[CH:17]=[CH:16][CH:15]=[CH:14][CH:13]=1, predict the reactants needed to synthesize it. The reactants are: [S:1]([OH:11])(=[O:10])([C:3]1[CH:8]=[CH:7][C:6]([NH2:9])=[CH:5][CH:4]=1)=O.[CH:12]1[CH:17]=[CH:16][CH:15]=[CH:14][CH:13]=1.FC(F)(F)C(OC(=O)C(F)(F)F)=O. (2) Given the product [CH2:1]([O:8][C:9]1[CH:10]=[C:11]([F:21])[C:12]([F:20])=[C:13]2[C:17]=1[N:16]([C:23]1[CH:28]=[CH:27][CH:26]=[CH:25][C:24]=1[N+:29]([O-:31])=[O:30])[CH2:15][C:14]2([CH3:19])[CH3:18])[C:2]1[CH:3]=[CH:4][CH:5]=[CH:6][CH:7]=1, predict the reactants needed to synthesize it. The reactants are: [CH2:1]([O:8][C:9]1[CH:10]=[C:11]([F:21])[C:12]([F:20])=[C:13]2[C:17]=1[NH:16][CH2:15][C:14]2([CH3:19])[CH3:18])[C:2]1[CH:7]=[CH:6][CH:5]=[CH:4][CH:3]=1.Br[C:23]1[CH:28]=[CH:27][CH:26]=[CH:25][C:24]=1[N+:29]([O-:31])=[O:30].C1C=CC(P(C2C(C3C(P(C4C=CC=CC=4)C4C=CC=CC=4)=CC=C4C=3C=CC=C4)=C3C(C=CC=C3)=CC=2)C2C=CC=CC=2)=CC=1.C([O-])([O-])=O.[Cs+].[Cs+]. (3) The reactants are: [Cl:1][C:2]1[CH:11]=[CH:10][C:5]([C:6](=O)[CH2:7]Br)=[CH:4][CH:3]=1.[CH2:12]([O:14][C:15](=[O:20])[CH2:16][C:17]([NH2:19])=[S:18])[CH3:13]. Given the product [Cl:1][C:2]1[CH:11]=[CH:10][C:5]([C:6]2[N:19]=[C:17]([CH2:16][C:15]([O:14][CH2:12][CH3:13])=[O:20])[S:18][CH:7]=2)=[CH:4][CH:3]=1, predict the reactants needed to synthesize it. (4) The reactants are: O.[NH2:2][NH2:3].[CH:4]([C:6]1[C:10]([CH3:11])=[C:9]([CH3:12])[N:8]([CH2:13][C@H:14]2[CH2:16][C@@H:15]2[CH3:17])[C:7]=1[C:18]([O:20]C)=O)=O.O. Given the product [CH3:12][C:9]1[N:8]([CH2:13][C@H:14]2[CH2:16][C@@H:15]2[CH3:17])[C:7]2[C:18](=[O:20])[NH:2][N:3]=[CH:4][C:6]=2[C:10]=1[CH3:11], predict the reactants needed to synthesize it. (5) Given the product [Cl:32][C:33]1[CH:34]=[C:35]([CH:36]=[CH:37][C:38]=1[F:39])[CH2:40][O:41][C:2]1[CH:7]=[C:6]([F:8])[CH:5]=[CH:4][C:3]=1[C:9]1[N:14]=[CH:13][N:12]=[C:11]([NH:15][C:16]2[CH:31]=[CH:30][CH:29]=[C:18]([CH2:19][S:20]([CH3:22])(=[NH:23])=[O:21])[CH:17]=2)[N:10]=1, predict the reactants needed to synthesize it. The reactants are: F[C:2]1[CH:7]=[C:6]([F:8])[CH:5]=[CH:4][C:3]=1[C:9]1[N:14]=[CH:13][N:12]=[C:11]([NH:15][C:16]2[CH:17]=[C:18]([CH:29]=[CH:30][CH:31]=2)[CH2:19][S:20](=[N:23]C(=O)OCC)([CH3:22])=[O:21])[N:10]=1.[Cl:32][C:33]1[CH:34]=[C:35]([CH2:40][OH:41])[CH:36]=[CH:37][C:38]=1[F:39]. (6) Given the product [F:42][CH2:41][CH2:40][O:1][C:2]1[CH:7]=[CH:6][C:5]([CH2:8][CH2:9][C:10]2[C:19]([CH3:20])=[C:18]([O:21][Si:22]([C:25]([CH3:28])([CH3:27])[CH3:26])([CH3:23])[CH3:24])[C:17]3[C:12](=[CH:13][CH:14]=[CH:15][CH:16]=3)[N:11]=2)=[CH:4][CH:3]=1, predict the reactants needed to synthesize it. The reactants are: [OH:1][C:2]1[CH:7]=[CH:6][C:5]([CH2:8][CH2:9][C:10]2[C:19]([CH3:20])=[C:18]([O:21][Si:22]([C:25]([CH3:28])([CH3:27])[CH3:26])([CH3:24])[CH3:23])[C:17]3[C:12](=[CH:13][CH:14]=[CH:15][CH:16]=3)[N:11]=2)=[CH:4][CH:3]=1.CN(C=O)C.[OH-].[Na+].S(C1C=CC(C)=CC=1)(O[CH2:40][CH2:41][F:42])(=O)=O. (7) Given the product [C:10]([CH:17]1[CH2:22][CH2:21][N:20]([C:4]2[CH:5]=[CH:6][N:1]=[CH:2][CH:3]=2)[CH:19]([NH2:24])[CH2:18]1)([O:12][C:13]([CH3:16])([CH3:15])[CH3:14])=[O:11], predict the reactants needed to synthesize it. The reactants are: [N:1]1[CH:6]=[CH:5][C:4](B(O)O)=[CH:3][CH:2]=1.[C:10]([CH:17]1[CH2:22][CH2:21][N:20](N)[CH2:19][CH2:18]1)([O:12][C:13]([CH3:16])([CH3:15])[CH3:14])=[O:11].[N:24]1C=CC=CC=1. (8) Given the product [C:1]([CH2:2][CH2:3][CH2:4][CH2:5][CH2:6][CH2:7][CH2:8][CH:9]=[CH:10][CH2:11][CH:12]([O:13][C:36](=[O:37])[C:35]1[CH:34]=[CH:33][C:32]([N+:29]([O-:31])=[O:30])=[CH:40][CH:39]=1)[CH2:14][CH2:15][CH2:16][CH2:17][CH2:18][CH3:19])([OH:21])=[O:20], predict the reactants needed to synthesize it. The reactants are: [C:1]([OH:21])(=[O:20])[CH2:2][CH2:3][CH2:4][CH2:5][CH2:6][CH2:7][CH2:8]/[CH:9]=[CH:10]\[CH2:11][C@@H:12]([CH2:14][CH2:15][CH2:16][CH2:17][CH2:18][CH3:19])[OH:13].C(N(CC)CC)C.[N+:29]([C:32]1[CH:40]=[CH:39][C:35]([C:36](Cl)=[O:37])=[CH:34][CH:33]=1)([O-:31])=[O:30].O.